From a dataset of Full USPTO retrosynthesis dataset with 1.9M reactions from patents (1976-2016). Predict the reactants needed to synthesize the given product. (1) Given the product [ClH:22].[S:1]1[C:5]([NH:6][C:7]([CH:9]2[CH:10]3[CH:14]2[CH2:13][NH:12][CH2:11]3)=[O:8])=[CH:4][CH:3]=[N:2]1, predict the reactants needed to synthesize it. The reactants are: [S:1]1[C:5]([NH:6][C:7]([CH:9]2[CH:14]3[CH:10]2[CH2:11][N:12](C(OC(C)(C)C)=O)[CH2:13]3)=[O:8])=[CH:4][CH:3]=[N:2]1.[ClH:22]. (2) Given the product [F:17][C:16]1[C:11]([C@@H:9]([NH:8][C:6]2[N:5]=[C:4]([NH:19][C:20]3[N:21]=[CH:22][N:23]([CH3:25])[CH:24]=3)[N:3]=[C:2]([N:39]3[CH2:40][CH:37]([O:36][CH3:35])[CH2:38]3)[N:7]=2)[CH3:10])=[N:12][CH:13]=[C:14]([F:18])[CH:15]=1, predict the reactants needed to synthesize it. The reactants are: Cl[C:2]1[N:7]=[C:6]([NH:8][C@H:9]([C:11]2[C:16]([F:17])=[CH:15][C:14]([F:18])=[CH:13][N:12]=2)[CH3:10])[N:5]=[C:4]([NH:19][C:20]2[N:21]=[CH:22][N:23]([CH3:25])[CH:24]=2)[N:3]=1.CCN(C(C)C)C(C)C.[CH3:35][O:36][CH:37]1[CH2:40][NH:39][CH2:38]1. (3) Given the product [NH2:2][C:1]1[N:19]2[N:18]=[C:17]([CH3:16])[CH:21]=[C:20]2[N:22]=[C:7]2[CH2:6][N:5]([C:9]([O:11][C:12]([CH3:15])([CH3:14])[CH3:13])=[O:10])[CH2:4][C:3]=12, predict the reactants needed to synthesize it. The reactants are: [C:1]([CH:3]1[C:7](=O)[CH2:6][N:5]([C:9]([O:11][C:12]([CH3:15])([CH3:14])[CH3:13])=[O:10])[CH2:4]1)#[N:2].[CH3:16][C:17]1[CH:21]=[C:20]([NH2:22])[NH:19][N:18]=1.